From a dataset of Reaction yield outcomes from USPTO patents with 853,638 reactions. Predict the reaction yield, written as a fraction of the theoretical maximum amount of product (1.0 means a 100% yield; for example, 0.34 means a 34% yield). The reactants are CC(OI1(OC(C)=O)(OC(C)=O)OC(=O)C2C=CC=CC1=2)=O.OCC1C=C(C)N=C(NC(=O)O)C=1.[C:36]([O:40][C:41](=[O:52])[NH:42][C:43]1[CH:48]=[C:47]([CH2:49][OH:50])[CH:46]=[C:45]([CH3:51])[N:44]=1)([CH3:39])([CH3:38])[CH3:37].O. The catalyst is C(Cl)Cl.N1C=CC=CC=1. The product is [C:36]([O:40][C:41](=[O:52])[NH:42][C:43]1[CH:48]=[C:47]([CH:49]=[O:50])[CH:46]=[C:45]([CH3:51])[N:44]=1)([CH3:39])([CH3:38])[CH3:37]. The yield is 0.990.